Dataset: Full USPTO retrosynthesis dataset with 1.9M reactions from patents (1976-2016). Task: Predict the reactants needed to synthesize the given product. (1) Given the product [F:1][C:2]1[CH:3]=[C:4]([C:8]2[N:9]=[C:10]([C:23]([NH:31][CH:28]([CH3:30])[CH3:29])=[O:25])[S:11][C:12]=2[C:13]2[CH:18]=[CH:17][C:16](=[O:19])[N:15]([CH:20]([CH3:22])[CH3:21])[N:14]=2)[CH:5]=[CH:6][CH:7]=1, predict the reactants needed to synthesize it. The reactants are: [F:1][C:2]1[CH:3]=[C:4]([C:8]2[N:9]=[C:10]([C:23]([O:25]CC)=O)[S:11][C:12]=2[C:13]2[CH:18]=[CH:17][C:16](=[O:19])[N:15]([CH:20]([CH3:22])[CH3:21])[N:14]=2)[CH:5]=[CH:6][CH:7]=1.[CH:28]([NH2:31])([CH3:30])[CH3:29]. (2) Given the product [NH2:26][C@@H:24]([CH3:25])[C:23]([NH:22][CH2:21][C:19]1[S:20][C:16]([N:15]2[C:11]([C:9]([NH:8][CH2:1][C:2]3[CH:7]=[CH:6][CH:5]=[CH:4][CH:3]=3)=[O:10])=[CH:12][C:13]([C:35]([F:36])([F:38])[F:37])=[N:14]2)=[CH:17][CH:18]=1)=[O:34], predict the reactants needed to synthesize it. The reactants are: [CH2:1]([NH:8][C:9]([C:11]1[N:15]([C:16]2[S:20][C:19]([CH2:21][NH:22][C:23](=[O:34])[C@@H:24]([NH:26]C(=O)OC(C)(C)C)[CH3:25])=[CH:18][CH:17]=2)[N:14]=[C:13]([C:35]([F:38])([F:37])[F:36])[CH:12]=1)=[O:10])[C:2]1[CH:7]=[CH:6][CH:5]=[CH:4][CH:3]=1.FC(F)(F)C(O)=O. (3) Given the product [Cl:19][C:5]1[C:6]([NH:8][C:9]2[CH:18]=[CH:17][CH:16]=[CH:15][C:10]=2[C:11]([NH:13][CH3:14])=[O:12])=[N:7][C:2]([NH:20][C:21]2[C:33]([O:34][CH3:35])=[CH:32][C:24]3[CH2:25][CH2:26][O:27][C:28](=[O:31])[N:29]([CH3:30])[C:23]=3[CH:22]=2)=[N:3][CH:4]=1, predict the reactants needed to synthesize it. The reactants are: Cl[C:2]1[N:7]=[C:6]([NH:8][C:9]2[CH:18]=[CH:17][CH:16]=[CH:15][C:10]=2[C:11]([NH:13][CH3:14])=[O:12])[C:5]([Cl:19])=[CH:4][N:3]=1.[NH2:20][C:21]1[C:33]([O:34][CH3:35])=[CH:32][C:24]2[CH2:25][CH2:26][O:27][C:28](=[O:31])[N:29]([CH3:30])[C:23]=2[CH:22]=1. (4) The reactants are: [Cl:1][C:2]1[CH:7]=[CH:6][C:5]([C:8]2[C:14]3[C:15]([CH3:19])=[C:16]([CH3:18])[S:17][C:13]=3[N:12]3[C:20]([CH3:23])=[N:21][N:22]=[C:11]3[C@@:10]3([CH2:25][C@H:24]3[CH:26]=[O:27])[N:9]=2)=[CH:4][CH:3]=1.CC(=CC)C.Cl([O-])=[O:34].[Na+]. Given the product [Cl:1][C:2]1[CH:3]=[CH:4][C:5]([C:8]2[C:14]3[C:15]([CH3:19])=[C:16]([CH3:18])[S:17][C:13]=3[N:12]3[C:20]([CH3:23])=[N:21][N:22]=[C:11]3[C@@:10]3([CH2:25][C@H:24]3[C:26]([OH:34])=[O:27])[N:9]=2)=[CH:6][CH:7]=1, predict the reactants needed to synthesize it. (5) Given the product [OH:33][C:30]([CH3:31])([CH3:32])[CH2:29][C@@:20]1([C:23]2[CH:24]=[CH:25][CH:26]=[CH:27][CH:28]=2)[O:19][C:18](=[O:34])[N:17]([C@H:15]([C:12]2[CH:11]=[CH:10][C:9]([C:4]3[CH:5]=[CH:6][C:7]4[N:8]=[C:35]([CH3:36])[NH:1][C:2]=4[CH:3]=3)=[CH:14][CH:13]=2)[CH3:16])[CH2:22][CH2:21]1, predict the reactants needed to synthesize it. The reactants are: [NH2:1][C:2]1[CH:3]=[C:4]([C:9]2[CH:14]=[CH:13][C:12]([C@@H:15]([N:17]3[CH2:22][CH2:21][C@:20]([CH2:29][C:30]([OH:33])([CH3:32])[CH3:31])([C:23]4[CH:28]=[CH:27][CH:26]=[CH:25][CH:24]=4)[O:19][C:18]3=[O:34])[CH3:16])=[CH:11][CH:10]=2)[CH:5]=[CH:6][C:7]=1[NH2:8].[C:35](O)(=O)[CH3:36]. (6) Given the product [Cl:11][C:12]1[CH:17]=[CH:16][CH:15]=[CH:14][C:13]=1[C:2]1[S:6][C:5]([C:7]([O:9][CH3:10])=[O:8])=[CH:4][CH:3]=1, predict the reactants needed to synthesize it. The reactants are: Br[C:2]1[S:6][C:5]([C:7]([O:9][CH3:10])=[O:8])=[CH:4][CH:3]=1.[Cl:11][C:12]1[CH:17]=[CH:16][CH:15]=[CH:14][C:13]=1B(O)O.C(=O)([O-])[O-].[Na+].[Na+]. (7) Given the product [CH2:2]([O:18][C:16](=[O:17])[CH3:15])[CH3:3].[NH:1]1[CH2:6][CH2:5][NH:4][CH2:3][CH2:2]1, predict the reactants needed to synthesize it. The reactants are: [NH:1]1[CH2:6][CH2:5][NH:4][CH2:3][CH2:2]1.C(N(CC)CC)C.Cl[CH2:15][C:16]([O-:18])=[O:17].C(O)(=O)CCC(O)=O. (8) Given the product [CH2:1]([C:5]1[CH:6]=[CH:7][C:8]([C:11]([N:45]2[CH2:46][CH2:47][CH:42]([O:41][C:40]3[N:39]=[CH:38][N:37]=[C:36]4[N:32]([C:29]5[CH:28]=[CH:27][C:26]([S:23]([CH3:22])(=[O:24])=[O:25])=[CH:31][CH:30]=5)[N:33]=[CH:34][C:35]=34)[CH2:43][CH2:44]2)=[O:13])=[N:9][CH:10]=1)[CH2:2][CH2:3][CH3:4], predict the reactants needed to synthesize it. The reactants are: [CH2:1]([C:5]1[CH:6]=[CH:7][C:8]([C:11]([OH:13])=O)=[N:9][CH:10]=1)[CH2:2][CH2:3][CH3:4].ClC(OC(C)C)=O.Cl.[CH3:22][S:23]([C:26]1[CH:31]=[CH:30][C:29]([N:32]2[C:36]3=[N:37][CH:38]=[N:39][C:40]([O:41][CH:42]4[CH2:47][CH2:46][NH:45][CH2:44][CH2:43]4)=[C:35]3[CH:34]=[N:33]2)=[CH:28][CH:27]=1)(=[O:25])=[O:24].C(N(CC)CC)C. (9) Given the product [Br:11][CH2:10][C:3]1[CH:4]=[CH:5][C:6]([O:8][CH3:9])=[CH:7][C:2]=1[Cl:1], predict the reactants needed to synthesize it. The reactants are: [Cl:1][C:2]1[CH:7]=[C:6]([O:8][CH3:9])[CH:5]=[CH:4][C:3]=1[CH3:10].[Br:11]N1C(=O)CCC1=O. (10) Given the product [CH2:29]([O:28][C@@H:26]([CH3:27])[C@@H:22]([NH:21][C:8](=[O:20])[C:9]([NH:12][C:13]([O:14][C:15]([CH3:18])([CH3:17])[CH3:16])=[O:19])([CH3:11])[CH3:10])[C:23]([OH:25])=[O:24])[C:30]1[CH:31]=[CH:32][CH:33]=[CH:34][CH:35]=1, predict the reactants needed to synthesize it. The reactants are: O=C1CCC(=O)N1[C:8](=[O:20])[C:9]([NH:12][C:13](=[O:19])[O:14][C:15]([CH3:18])([CH3:17])[CH3:16])([CH3:11])[CH3:10].[NH2:21][C@H:22]([C@@H:26]([O:28][CH2:29][C:30]1[CH:35]=[CH:34][CH:33]=[CH:32][CH:31]=1)[CH3:27])[C:23]([OH:25])=[O:24].O.